Task: Binary Classification. Given a miRNA mature sequence and a target amino acid sequence, predict their likelihood of interaction.. Dataset: Experimentally validated miRNA-target interactions with 360,000+ pairs, plus equal number of negative samples (1) The miRNA is mmu-miR-3060-3p with sequence CCAUAGCACAGAAGCACUCCCA. The protein sequence of the target gene is MITLCLSALRGLHRAGGSRIRLRMTLGREAASPLQAMSSYTAAGRNVLRWDLSPEQIRTRTEELIAQTKQVYDTVGTINLEDVTYENCLQVLADIEVKYIVERTMLDFPQHVSSDREVRAASTEADKRLSRFDIEMSMREDVFQRIVHLQETCDLEKIKPEARRYLEKSIKMGKRNGLHLPEHVKNEIKSMKKRMSELCIDFNKNLNEDDTSLVFSKAELGALPDDFIDSLEKTDEDKYKVTLKYPHYFPVMKKCCVPETRRKMEMAFHTRCKEENTIILQQLLPLRAQVAKLLGYNTHA.... Result: 1 (interaction). (2) The miRNA is hsa-miR-32-5p with sequence UAUUGCACAUUACUAAGUUGCA. The protein sequence of the target gene is MEQVEILRRFIQRVQAMKSPDHNGEDNFARDFMRLRRLSTKYRTEKIYPTATGEKEENVKKNRYKDILPFDHSRVKLTLKTPSQDSDYINANFIKGVYGPKAYVATQGPLANTVIDFWRMIWEYNVVIIVMACREFEMGRKKCERYWPLYGEDPITFAPFKISCENEQARTDYFIRTLLLEFQNESRRLYQFHYVNWPDHDVPSSFDSILDMISLMRKYQEHEDVPICIHCSAGCGRTGAICAIDYTWNLLKAGKIPEEFNVFNLIQEMRTQRHSAVQTKEQYELVHRAIAQLFEKQLQL.... Result: 0 (no interaction). (3) The miRNA is mmu-miR-6715-3p with sequence CCAAACCAGGCGUGCCUGUGG. The protein sequence of the target gene is MQPPRERLVVTGRAGWMGMGRGAGRSALGLWPTLAFLLCSFPAAISPCKILKCNSEFWSATSSGSHAPASDDVPEFCAALRTYALCTRRTARTCRGDLAYHSAVHGIEDLMSQHNCSKDGPTSQPRVRTLPPAGDSQERSDSPEICHYEKSFHKHSAAPNYTHCGLFGDPHLRTFTDHFQTCKVQGAWPLIDNNYLNVQVTNTPVLPGSAATATSKLTIIFKNFQECVDQKVYQAEMDELPSAFADGSKNGGDKHGANSLKITEKVSGQHVEIQAKYIGTTIVVRQVGRYLTFAVRMPEE.... Result: 0 (no interaction). (4) The miRNA is hsa-miR-450b-5p with sequence UUUUGCAAUAUGUUCCUGAAUA. The protein sequence of the target gene is MEPENDTGISEFVLLGLSEEPELQPFLFGLFLSMYLVTVLGNLLIILATISDSHLHTPMYFFLSNLSFADICFISTTIPKMLINIQTQSRVITYAGCITQMCFFVLFGGLDSLLLAVMAYDRFVAICHPLHYTVIMNPRLCGLLVLASWMIAALNSLSQSLMVLWLSFCTDLEIPHFFCELNQVIHLACSDTFLNDMGMYFAAGLLAGGPLVGILCSYSKIVSSIRAISSAQGKYKAFSTCASHLSVVSLFCCTGLGVYLTSAATHNSHTSATASVMYTVATPMLNPFIYSLRNKDIKRA.... Result: 0 (no interaction).